From a dataset of Kinase inhibitor bioactivity data combining Ki, Kd, and IC50 measurements. Regression. Given a target protein amino acid sequence and a drug SMILES string, predict the binding affinity score between them. We predict KIBA score (integrated kinase binding score). Dataset: kiba. (1) The small molecule is Cn1cc(-c2cccc(NC(=O)c3ccc(C(C)(C)C)cc3)c2CO)cc(Nc2ccc(C(=O)N3CCOCC3)cn2)c1=O. The target protein (P09619) has sequence MRLPGAMPALALKGELLLLSLLLLLEPQISQGLVVTPPGPELVLNVSSTFVLTCSGSAPVVWERMSQEPPQEMAKAQDGTFSSVLTLTNLTGLDTGEYFCTHNDSRGLETDERKRLYIFVPDPTVGFLPNDAEELFIFLTEITEITIPCRVTDPQLVVTLHEKKGDVALPVPYDHQRGFSGIFEDRSYICKTTIGDREVDSDAYYVYRLQVSSINVSVNAVQTVVRQGENITLMCIVIGNEVVNFEWTYPRKESGRLVEPVTDFLLDMPYHIRSILHIPSAELEDSGTYTCNVTESVNDHQDEKAINITVVESGYVRLLGEVGTLQFAELHRSRTLQVVFEAYPPPTVLWFKDNRTLGDSSAGEIALSTRNVSETRYVSELTLVRVKVAEAGHYTMRAFHEDAEVQLSFQLQINVPVRVLELSESHPDSGEQTVRCRGRGMPQPNIIWSACRDLKRCPRELPPTLLGNSSEEESQLETNVTYWEEEQEFEVVSTLRLQHV.... The KIBA score is 11.8. (2) The compound is COC1C(N(C)C(=O)c2ccccc2)CC2OC1(C)n1c3ccccc3c3c4c(c5c6ccccc6n2c5c31)C(=O)NC4=O. The target protein (Q05655) has sequence MAPFLRIAFNSYELGSLQAEDEANQPFCAVKMKEALSTERGKTLVQKKPTMYPEWKSTFDAHIYEGRVIQIVLMRAAEEPVSEVTVGVSVLAERCKKNNGKAEFWLDLQPQAKVLMSVQYFLEDVDCKQSMRSEDEAKFPTMNRRGAIKQAKIHYIKNHEFIATFFGQPTFCSVCKDFVWGLNKQGYKCRQCNAAIHKKCIDKIIGRCTGTAANSRDTIFQKERFNIDMPHRFKVHNYMSPTFCDHCGSLLWGLVKQGLKCEDCGMNVHHKCREKVANLCGINQKLLAEALNQVTQRASRRSDSASSEPVGIYQGFEKKTGVAGEDMQDNSGTYGKIWEGSSKCNINNFIFHKVLGKGSFGKVLLGELKGRGEYFAIKALKKDVVLIDDDVECTMVEKRVLTLAAENPFLTHLICTFQTKDHLFFVMEFLNGGDLMYHIQDKGRFELYRATFYAAEIMCGLQFLHSKGIIYRDLKLDNVLLDRDGHIKIADFGMCKENIF.... The KIBA score is 13.1. (3) The small molecule is O=c1[nH]c2cc(-c3ccccc3)cnc2[nH]1. The target protein (O00418) has sequence MADEDLIFRLEGVDGGQSPRAGHDGDSDGDSDDEEGYFICPITDDPSSNQNVNSKVNKYYSNLTKSERYSSSGSPANSFHFKEAWKHAIQKAKHMPDPWAEFHLEDIATERATRHRYNAVTGEWLDDEVLIKMASQPFGRGAMRECFRTKKLSNFLHAQQWKGASNYVAKRYIEPVDRDVYFEDVRLQMEAKLWGEEYNRHKPPKQVDIMQMCIIELKDRPGKPLFHLEHYIEGKYIKYNSNSGFVRDDNIRLTPQAFSHFTFERSGHQLIVVDIQGVGDLYTDPQIHTETGTDFGDGNLGVRGMALFFYSHACNRICESMGLAPFDLSPRERDAVNQNTKLLQSAKTILRGTEEKCGSPQVRTLSGSRPPLLRPLSENSGDENMSDVTFDSLPSSPSSATPHSQKLDHLHWPVFSDLDNMASRDHDHLDNHRESENSGDSGYPSEKRGELDDPEPREHGHSYSNRKYESDEDSLGSSGRVCVEKWNLLNSSRLHLPRAS.... The KIBA score is 11.5.